Dataset: Forward reaction prediction with 1.9M reactions from USPTO patents (1976-2016). Task: Predict the product of the given reaction. (1) Given the reactants C[O:2][C:3](=[O:34])[C:4]1[CH:9]=[C:8]([OH:10])[CH:7]=[C:6]([N:11]2[C:15]([CH3:16])=[CH:14][CH:13]=[C:12]2[C:17]2[CH:22]=[C:21]([Cl:23])[CH:20]=[CH:19][C:18]=2[O:24][CH2:25][C:26]2[C:31]([F:32])=[CH:30][CH:29]=[CH:28][C:27]=2[F:33])[CH:5]=1, predict the reaction product. The product is: [Cl:23][C:21]1[CH:20]=[CH:19][C:18]([O:24][CH2:25][C:26]2[C:31]([F:32])=[CH:30][CH:29]=[CH:28][C:27]=2[F:33])=[C:17]([C:12]2[N:11]([C:6]3[CH:5]=[C:4]([CH:9]=[C:8]([OH:10])[CH:7]=3)[C:3]([OH:34])=[O:2])[C:15]([CH3:16])=[CH:14][CH:13]=2)[CH:22]=1. (2) The product is: [Cl:1][C:2]1[CH:3]=[CH:4][C:5]([N:8]2[C:16]([N:17]([CH:18]3[CH2:23][CH2:22][CH2:21][CH2:20][CH2:19]3)[C:32]([NH:31][CH:25]3[CH2:30][CH2:29][CH2:28][CH2:27][CH2:26]3)=[O:33])=[C:15]3[C:10]([CH:11]=[C:12]([F:24])[CH:13]=[CH:14]3)=[N:9]2)=[CH:6][CH:7]=1. Given the reactants [Cl:1][C:2]1[CH:7]=[CH:6][C:5]([N:8]2[C:16]([NH:17][CH:18]3[CH2:23][CH2:22][CH2:21][CH2:20][CH2:19]3)=[C:15]3[C:10]([CH:11]=[C:12]([F:24])[CH:13]=[CH:14]3)=[N:9]2)=[CH:4][CH:3]=1.[CH:25]1([N:31]=[C:32]=[O:33])[CH2:30][CH2:29][CH2:28][CH2:27][CH2:26]1, predict the reaction product. (3) Given the reactants Cl.Cl.[F:3][C:4]([F:17])([F:16])[CH2:5][O:6][C:7]1[CH:8]=[CH:9][C:10]([C@H:13]([NH2:15])[CH3:14])=[N:11][CH:12]=1.C(OC([N:25]1[C:33]2[C:28](=[CH:29][CH:30]=[CH:31][CH:32]=2)[C:27](/[CH:34]=[CH:35]/[C:36](O)=[O:37])=[CH:26]1)=O)(C)(C)C.C(N(CC)CC)C.C(Cl)CCl.C1C=CC2N(O)N=NC=2C=1.C(=O)(O)[O-].[Na+], predict the reaction product. The product is: [NH:25]1[C:33]2[C:28](=[CH:29][CH:30]=[CH:31][CH:32]=2)[C:27](/[CH:34]=[CH:35]/[C:36]([NH:15][C@@H:13]([C:10]2[CH:9]=[CH:8][C:7]([O:6][CH2:5][C:4]([F:3])([F:16])[F:17])=[CH:12][N:11]=2)[CH3:14])=[O:37])=[CH:26]1. (4) Given the reactants Cl.Cl.[OH:3][C:4]([CH3:21])([CH3:20])[CH2:5][NH:6][C:7]1=[N:8][C:9](=[O:19])[S:10]/[C:11]/1=[CH:12]\[CH:13]1[CH2:18][CH2:17][NH:16][CH2:15][CH2:14]1.[Cl:22][C:23]1[CH:30]=[C:29]([C:31]([F:34])([F:33])[F:32])[CH:28]=[CH:27][C:24]=1[CH:25]=O.C(O[BH-](OC(=O)C)OC(=O)C)(=O)C.[Na+].C(=O)([O-])O.[Na+], predict the reaction product. The product is: [Cl:22][C:23]1[CH:30]=[C:29]([C:31]([F:32])([F:33])[F:34])[CH:28]=[CH:27][C:24]=1[CH2:25][N:16]1[CH2:17][CH2:18][CH:13](/[CH:12]=[C:11]2/[C:7]([NH:6][CH2:5][C:4]([OH:3])([CH3:21])[CH3:20])=[N:8][C:9](=[O:19])[S:10]/2)[CH2:14][CH2:15]1. (5) Given the reactants [CH:1]1([C:7]2[C:11]([CH2:12][CH2:13][CH2:14][OH:15])=[CH:10][N:9]([C:16]3[CH:21]=[CH:20][C:19]([C:22]([F:25])([F:24])[F:23])=[CH:18][N:17]=3)[N:8]=2)[CH2:6][CH2:5][CH2:4][CH2:3][CH2:2]1.O[C:27]1[CH:32]=[CH:31][CH:30]=[CH:29][C:28]=1[CH2:33][C:34]([O:36]C)=[O:35].C(P(CCCC)CCCC)CCC.N(C(N1CCCCC1)=O)=NC(N1CCCCC1)=O, predict the reaction product. The product is: [CH:1]1([C:7]2[C:11]([CH2:12][CH2:13][CH2:14][O:15][C:27]3[CH:32]=[CH:31][CH:30]=[CH:29][C:28]=3[CH2:33][C:34]([OH:36])=[O:35])=[CH:10][N:9]([C:16]3[CH:21]=[CH:20][C:19]([C:22]([F:23])([F:24])[F:25])=[CH:18][N:17]=3)[N:8]=2)[CH2:6][CH2:5][CH2:4][CH2:3][CH2:2]1. (6) Given the reactants Cl[C:2]1[CH:7]=[C:6]([O:8][C:9]2[CH:10]=[C:11]([CH:23]=[CH:24][C:25]=2[F:26])[C:12]([NH:14][C:15]2[CH:20]=[C:19]([CH3:21])[CH:18]=[CH:17][C:16]=2[F:22])=[O:13])[CH:5]=[CH:4][N:3]=1.CC1(C)C(C)(C)OB([C:35]2[NH:39][CH:38]=[C:37]([C:40]([O:42][CH3:43])=[O:41])[CH:36]=2)O1.C(=O)([O-])[O-].[K+].[K+].ClCCl, predict the reaction product. The product is: [F:26][C:25]1[CH:24]=[CH:23][C:11]([C:12]([NH:14][C:15]2[CH:20]=[C:19]([CH3:21])[CH:18]=[CH:17][C:16]=2[F:22])=[O:13])=[CH:10][C:9]=1[O:8][C:6]1[CH:5]=[CH:4][N:3]=[C:2]([C:35]2[NH:39][CH:38]=[C:37]([C:40]([O:42][CH3:43])=[O:41])[CH:36]=2)[CH:7]=1. (7) Given the reactants [Br:1][CH2:2][C@@H:3]([C:5]1[CH:10]=[CH:9][C:8]([O:11][CH2:12][C:13]2[CH:18]=[CH:17][CH:16]=[CH:15][CH:14]=2)=[C:7]([NH:19][CH:20]=[O:21])[CH:6]=1)[OH:4].N1C=CN=C1.[Si:27](Cl)([C:30]([CH3:33])([CH3:32])[CH3:31])([CH3:29])[CH3:28].C([Si](Cl)(C)C)CCC, predict the reaction product. The product is: [CH2:12]([O:11][C:8]1[CH:9]=[CH:10][C:5]([C@@H:3]([O:4][Si:27]([C:30]([CH3:33])([CH3:32])[CH3:31])([CH3:29])[CH3:28])[CH2:2][Br:1])=[CH:6][C:7]=1[NH:19][CH:20]=[O:21])[C:13]1[CH:14]=[CH:15][CH:16]=[CH:17][CH:18]=1.